From a dataset of Reaction yield outcomes from USPTO patents with 853,638 reactions. Predict the reaction yield, written as a fraction of the theoretical maximum amount of product (1.0 means a 100% yield; for example, 0.34 means a 34% yield). (1) The reactants are [N+:1]([C:4]1[CH:12]=[C:7]2[CH2:8][NH:9][CH2:10][CH2:11][N:6]2[N:5]=1)([O-:3])=[O:2].C(N(CC)CC)C.[C:20](Cl)(=[O:22])[CH3:21].C(Cl)Cl. The catalyst is CO. The product is [N+:1]([C:4]1[CH:12]=[C:7]2[CH2:8][N:9]([C:20](=[O:22])[CH3:21])[CH2:10][CH2:11][N:6]2[N:5]=1)([O-:3])=[O:2]. The yield is 0.840. (2) The reactants are [C:1]([O:5][C:6](=[O:28])[NH:7][C:8]1([C:12]2[CH:17]=[CH:16][C:15]([C:18](=O)[CH:19](Br)[C:20]3[CH:25]=[CH:24][CH:23]=[CH:22][CH:21]=3)=[CH:14][CH:13]=2)[CH2:11][CH2:10][CH2:9]1)([CH3:4])([CH3:3])[CH3:2].[NH2:29][C:30]1[CH:35]=[C:34]([C:36]#[N:37])[CH:33]=[CH:32][N:31]=1. The catalyst is C(O)C. The product is [C:1]([O:5][C:6](=[O:28])[NH:7][C:8]1([C:12]2[CH:17]=[CH:16][C:15]([C:18]3[N:29]=[C:30]4[CH:35]=[C:34]([C:36]#[N:37])[CH:33]=[CH:32][N:31]4[C:19]=3[C:20]3[CH:25]=[CH:24][CH:23]=[CH:22][CH:21]=3)=[CH:14][CH:13]=2)[CH2:11][CH2:10][CH2:9]1)([CH3:4])([CH3:3])[CH3:2]. The yield is 0.210. (3) The catalyst is C1COCC1. The reactants are [H-].[Na+].[F:3][C:4]([F:21])([F:20])[C:5]1[CH:6]=[C:7]([CH:17]=[CH:18][CH:19]=1)[O:8][C:9]1[CH:16]=[CH:15][C:12]([CH:13]=O)=[CH:11][CH:10]=1.[I-].[CH3:23][P+](C1C=CC=CC=1)(C1C=CC=CC=1)C1C=CC=CC=1. The yield is 0.980. The product is [F:3][C:4]([F:21])([F:20])[C:5]1[CH:19]=[CH:18][CH:17]=[C:7]([O:8][C:9]2[CH:16]=[CH:15][C:12]([CH:13]=[CH2:23])=[CH:11][CH:10]=2)[CH:6]=1. (4) The reactants are [F:1][C:2]1([F:44])[CH2:7][CH2:6][C@H:5]([O:8][C:9]2[CH:14]=[C:13]([F:15])[C:12]([S:16]([N:19](CC3C=CC(OC)=CC=3OC)[C:20]3[CH:25]=[CH:24][N:23]=[CH:22][N:21]=3)(=[O:18])=[O:17])=[C:11]([F:37])[CH:10]=2)[C@@H:4]([C:38]2[N:42]([CH3:43])[N:41]=[CH:40][CH:39]=2)[CH2:3]1.C([SiH](CC)CC)C.FC(F)(F)C(O)=O. The catalyst is ClCCl. The product is [F:44][C:2]1([F:1])[CH2:7][CH2:6][C@H:5]([O:8][C:9]2[CH:14]=[C:13]([F:15])[C:12]([S:16]([NH:19][C:20]3[CH:25]=[CH:24][N:23]=[CH:22][N:21]=3)(=[O:17])=[O:18])=[C:11]([F:37])[CH:10]=2)[C@@H:4]([C:38]2[N:42]([CH3:43])[N:41]=[CH:40][CH:39]=2)[CH2:3]1. The yield is 0.880. (5) The reactants are I[C:2]1[CH:29]=[CH:28][C:5]2[N:6]([CH2:9][C:10]3[CH:15]=[CH:14][C:13]([O:16][CH2:17][C:18]4[CH:19]=[N:20][C:21]([O:24][CH3:25])=[CH:22][CH:23]=4)=[C:12]([O:26][CH3:27])[CH:11]=3)[CH:7]=[N:8][C:4]=2[CH:3]=1.CC1(C)C(C)(C)OB([C:38]2[CH2:43][CH2:42][N:41]([C:44]([O-:46])=[O:45])[CH2:40][CH:39]=2)O1. The catalyst is O1CCOCC1.C(=O)([O-])[O-].[Na+].[Na+].C1C=CC(P(C2C=CC=CC=2)[C-]2C=CC=C2)=CC=1.C1C=CC(P(C2C=CC=CC=2)[C-]2C=CC=C2)=CC=1.Cl[Pd]Cl.[Fe+2]. The product is [CH3:27][O:26][C:12]1[CH:11]=[C:10]([CH:15]=[CH:14][C:13]=1[O:16][CH2:17][C:18]1[CH:19]=[N:20][C:21]([O:24][CH3:25])=[CH:22][CH:23]=1)[CH2:9][N:6]1[C:5]2[CH:28]=[CH:29][C:2]([C:38]3[CH2:43][CH2:42][N:41]([C:44]([O:46][C:10]([CH3:15])([CH3:11])[CH3:9])=[O:45])[CH2:40][CH:39]=3)=[CH:3][C:4]=2[N:8]=[CH:7]1. The yield is 0.890.